This data is from Forward reaction prediction with 1.9M reactions from USPTO patents (1976-2016). The task is: Predict the product of the given reaction. (1) Given the reactants [F:1][C:2]([F:18])([C:9]([F:17])([F:16])[C:10]([F:15])([F:14])[CH:11]([F:13])[F:12])[CH2:3][CH:4]([C:7]#[N:8])[C:5]#[N:6].Br[CH2:20][CH:21]=[C:22]([CH3:24])[CH3:23].C(=O)([O-])[O-].[K+].[K+].Cl, predict the reaction product. The product is: [CH3:23][C:22]([CH3:24])=[CH:21][CH2:20][C:4]([CH2:3][C:2]([F:18])([F:1])[C:9]([F:16])([F:17])[C:10]([F:14])([F:15])[CH:11]([F:13])[F:12])([C:7]#[N:8])[C:5]#[N:6]. (2) Given the reactants [F:1][C:2]([F:34])([F:33])[C:3]1[CH:8]=[CH:7][C:6]([NH:9][C:10]2[N:32]=[C:13]3[CH:14]=[CH:15][CH:16]=[C:17]([O:18][C@H:19]4[CH2:24][CH2:23][CH2:22][N:21](C(OC(C)(C)C)=O)[CH2:20]4)[N:12]3[N:11]=2)=[CH:5][CH:4]=1.FC(F)(F)C(O)=O, predict the reaction product. The product is: [NH:21]1[CH2:22][CH2:23][CH2:24][C@H:19]([O:18][C:17]2[N:12]3[N:11]=[C:10]([NH:9][C:6]4[CH:7]=[CH:8][C:3]([C:2]([F:34])([F:1])[F:33])=[CH:4][CH:5]=4)[N:32]=[C:13]3[CH:14]=[CH:15][CH:16]=2)[CH2:20]1. (3) Given the reactants Cl.Cl.[CH3:3][C:4]([CH3:16])([CH2:9][N:10]1[CH2:15][CH2:14][NH:13][CH2:12][CH2:11]1)[C:5]([O:7][CH3:8])=[O:6].[Cl:17][C:18]1[CH:19]=[CH:20][C:21]2[N:27]=[C:26](Cl)[C:25]3=[CH:29][C:30]([CH3:32])=[CH:31][N:24]3[CH2:23][C:22]=2[CH:33]=1.C(#N)C.C(=O)([O-])[O-].[K+].[K+], predict the reaction product. The product is: [Cl:17][C:18]1[CH:19]=[CH:20][C:21]2[N:27]=[C:26]([N:13]3[CH2:14][CH2:15][N:10]([CH2:9][C:4]([CH3:16])([CH3:3])[C:5]([O:7][CH3:8])=[O:6])[CH2:11][CH2:12]3)[C:25]3=[CH:29][C:30]([CH3:32])=[CH:31][N:24]3[CH2:23][C:22]=2[CH:33]=1. (4) Given the reactants [CH2:1]([NH2:4])[CH2:2][CH3:3].C(N(CC)CC)C.[N+:12]([C:15]1[CH:20]=[CH:19][CH:18]=[CH:17][C:16]=1[S:21](Cl)(=[O:23])=[O:22])([O-:14])=[O:13], predict the reaction product. The product is: [N+:12]([C:15]1[CH:20]=[CH:19][CH:18]=[CH:17][C:16]=1[S:21]([NH:4][CH2:1][CH2:2][CH3:3])(=[O:23])=[O:22])([O-:14])=[O:13]. (5) Given the reactants O.O.P([O-])([O-])(O)=O.[Na+].[Na+].P([O-])(O)(O)=O.[Na+].[C:16]([NH:19][CH:20]([CH2:26][C:27]1[CH:36]=[CH:35][C:34]2[CH2:33][CH2:32][CH2:31][CH2:30][C:29]=2[CH:28]=1)[C:21]([O:23][CH2:24][CH3:25])=[O:22])(=[O:18])[CH3:17].[OH-].[Na+], predict the reaction product. The product is: [C:16]([NH:19][C@H:20]([CH2:26][C:27]1[CH:36]=[CH:35][C:34]2[CH2:33][CH2:32][CH2:31][CH2:30][C:29]=2[CH:28]=1)[C:21]([O:23][CH2:24][CH3:25])=[O:22])(=[O:18])[CH3:17]. (6) Given the reactants [F:1][CH:2]([F:14])[C:3]([C:5]1[CH:10]=[CH:9][C:8]([O:11]C)=[CH:7][C:6]=1[F:13])=[O:4].B(Br)(Br)Br, predict the reaction product. The product is: [F:14][CH:2]([F:1])[C:3]([C:5]1[CH:10]=[CH:9][C:8]([OH:11])=[CH:7][C:6]=1[F:13])=[O:4].